Predict which catalyst facilitates the given reaction. From a dataset of Catalyst prediction with 721,799 reactions and 888 catalyst types from USPTO. (1) Reactant: O.[CH3:2][N:3]1[C:17]2[C:12](=[CH:13][CH:14]=[CH:15][CH:16]=2)[C:5]([CH2:6][C@@H:7]([C:9]([OH:11])=[O:10])[NH2:8])=[CH:4]1.C(=O)([O-])O.[Na+].[C:23]([C:25](=[CH:36][C:37]1[CH:42]=[CH:41][CH:40]=[CH:39][C:38]=1[F:43])[C:26](ON1C(=O)CCC1=O)=[O:27])#[N:24]. Product: [C:23]([C:25](=[CH:36][C:37]1[CH:42]=[CH:41][CH:40]=[CH:39][C:38]=1[F:43])[C:26]([NH:8][C@H:7]([C:9]([OH:11])=[O:10])[CH2:6][C:5]1[C:12]2[C:17](=[CH:16][CH:15]=[CH:14][CH:13]=2)[N:3]([CH3:2])[CH:4]=1)=[O:27])#[N:24]. The catalyst class is: 12. (2) Reactant: [CH2:1]([N:3]1[CH2:7][CH:6]([C:8]2[CH:13]=[CH:12][CH:11]=[CH:10][CH:9]=2)[C:5]2([CH2:18][CH2:17][CH2:16][N:15](C(OC(C)(C)C)=O)[CH2:14]2)[C:4]1=[O:26])[CH3:2].Cl.O1CCOCC1. Product: [CH2:1]([N:3]1[CH2:7][CH:6]([C:8]2[CH:13]=[CH:12][CH:11]=[CH:10][CH:9]=2)[C:5]2([CH2:18][CH2:17][CH2:16][NH:15][CH2:14]2)[C:4]1=[O:26])[CH3:2]. The catalyst class is: 2. (3) Reactant: [Cl-].[CH2:2]([N+:6]1[CH:11]=[CH:10][CH:9]=[CH:8][CH:7]=1)[CH2:3][CH2:4][CH3:5].[C:12]([O-:21])(=[O:20])[CH2:13][CH2:14][CH2:15][CH2:16][CH2:17][CH2:18][CH3:19].[Na+].C([N+]1C=CC=CC=1)CCC.CO. Product: [C:12]([O-:21])(=[O:20])[CH2:13][CH2:14][CH2:15][CH2:16][CH2:17][CH2:18][CH3:19].[CH2:2]([N+:6]1[CH:11]=[CH:10][CH:9]=[CH:8][CH:7]=1)[CH2:3][CH2:4][CH3:5]. The catalyst class is: 21. (4) Reactant: [O:1]1[C:5]2[CH:6]=[CH:7][C:8]([C:10](=[N+]=[N-])[C:11]([O:13][CH3:14])=[O:12])=[CH:9][C:4]=2[O:3][CH2:2]1.[CH3:17][O:18][C:19]1[O:20][CH:21]=[CH:22][CH:23]=1. Product: [O:1]1[C:5]2[CH:6]=[CH:7][C:8](/[C:10](=[CH:21]\[CH:22]=[CH:23]/[C:19]([O:18][CH3:17])=[O:20])/[C:11]([O:13][CH3:14])=[O:12])=[CH:9][C:4]=2[O:3][CH2:2]1. The catalyst class is: 81. (5) Reactant: O=[C:2]([CH3:20])[CH:3]([CH2:9][C:10]1[CH:15]=[CH:14][C:13]([C:16]([F:19])([F:18])[F:17])=[CH:12][CH:11]=1)[C:4]([O:6]CC)=O.[Br:21][C:22]1[CH:28]=[CH:27][C:25]([NH2:26])=[CH:24][CH:23]=1.C1(C)C=CC(S(O)(=O)=O)=CC=1.C1(OC2C=CC=CC=2)C=CC=CC=1. Product: [Br:21][C:22]1[CH:23]=[C:24]2[C:25](=[CH:27][CH:28]=1)[N:26]=[C:2]([CH3:20])[C:3]([CH2:9][C:10]1[CH:11]=[CH:12][C:13]([C:16]([F:17])([F:18])[F:19])=[CH:14][CH:15]=1)=[C:4]2[OH:6]. The catalyst class is: 11.